Dataset: Full USPTO retrosynthesis dataset with 1.9M reactions from patents (1976-2016). Task: Predict the reactants needed to synthesize the given product. Given the product [CH3:10][C:11]([O:14][C:15]([NH:17][C@@H:18]([CH2:28][C:53]1[CH:58]=[CH:57][C:56]([C:59]2[N:60]=[C:61]3[C:66]([CH3:67])=[CH:65][CH:64]=[CH:63][N:62]3[CH:68]=2)=[CH:55][CH:54]=1)[CH2:19][CH2:20][C:21]([O:23][C:24]([CH3:27])([CH3:26])[CH3:25])=[O:22])=[O:16])([CH3:13])[CH3:12], predict the reactants needed to synthesize it. The reactants are: BrCCBr.Cl[Si](C)(C)C.[CH3:10][C:11]([O:14][C:15]([NH:17][C@@H:18]([CH2:28]I)[CH2:19][CH2:20][C:21]([O:23][C:24]([CH3:27])([CH3:26])[CH3:25])=[O:22])=[O:16])([CH3:13])[CH3:12].C1(C)C=CC=CC=1P(C1C=CC=CC=1C)C1C=CC=CC=1C.I[C:53]1[CH:58]=[CH:57][C:56]([C:59]2[N:60]=[C:61]3[C:66]([CH3:67])=[CH:65][CH:64]=[CH:63][N:62]3[CH:68]=2)=[CH:55][CH:54]=1.